From a dataset of Full USPTO retrosynthesis dataset with 1.9M reactions from patents (1976-2016). Predict the reactants needed to synthesize the given product. (1) Given the product [NH2:15][C:16](=[O:39])[C@@H:17]([NH:24][C:25]([C@@H:27]1[CH2:32][CH2:31][CH2:30][CH2:29][C@H:28]1[N:33]1[CH2:34][CH2:35][N:36]([C:46](=[O:47])[C:45]2[CH:49]=[CH:50][C:42]([O:41][CH3:40])=[CH:43][CH:44]=2)[CH2:37][CH2:38]1)=[O:26])[C:18]1[CH:19]=[CH:20][CH:21]=[CH:22][CH:23]=1, predict the reactants needed to synthesize it. The reactants are: C1C=CC2N(O)N=NC=2C=1.C(Cl)CCl.[NH2:15][C:16](=[O:39])[C@@H:17]([NH:24][C:25]([C@@H:27]1[CH2:32][CH2:31][CH2:30][CH2:29][C@H:28]1[N:33]1[CH2:38][CH2:37][NH:36][CH2:35][CH2:34]1)=[O:26])[C:18]1[CH:23]=[CH:22][CH:21]=[CH:20][CH:19]=1.[CH3:40][O:41][C:42]1[CH:50]=[CH:49][C:45]([C:46](O)=[O:47])=[CH:44][CH:43]=1.CN1CCOCC1. (2) Given the product [C:25]([C:23]1[CH:22]=[C:21]([S:29](=[O:33])(=[O:32])[NH:30][CH3:31])[C:20]([O:34][CH3:35])=[C:19]([NH:18][C:17]([C:15]2[CH:14]=[CH:13][C:12]([CH3:37])=[C:11]([N:9]3[CH:10]=[C:6]([C:4]([OH:5])=[O:3])[N:7]=[N:8]3)[CH:16]=2)=[O:36])[CH:24]=1)([CH3:28])([CH3:26])[CH3:27], predict the reactants needed to synthesize it. The reactants are: C([O:3][C:4]([C:6]1[N:7]=[N:8][N:9]([C:11]2[CH:16]=[C:15]([C:17](=[O:36])[NH:18][C:19]3[CH:24]=[C:23]([C:25]([CH3:28])([CH3:27])[CH3:26])[CH:22]=[C:21]([S:29](=[O:33])(=[O:32])[NH:30][CH3:31])[C:20]=3[O:34][CH3:35])[CH:14]=[CH:13][C:12]=2[CH3:37])[CH:10]=1)=[O:5])C.[Li+].[OH-].Cl. (3) Given the product [I:11][CH2:2][CH2:3][C:4]1[CH:9]=[CH:8][C:7]([F:10])=[CH:6][CH:5]=1, predict the reactants needed to synthesize it. The reactants are: Cl[CH2:2][CH2:3][C:4]1[CH:9]=[CH:8][C:7]([F:10])=[CH:6][CH:5]=1.[I-:11].[Na+].